This data is from Full USPTO retrosynthesis dataset with 1.9M reactions from patents (1976-2016). The task is: Predict the reactants needed to synthesize the given product. (1) Given the product [F:1][C:2]1[CH:7]=[C:6]([CH:8]2[CH2:13][CH2:12][N:11]([C:43]([O:42][C:39]([CH3:41])([CH3:40])[CH3:38])=[O:44])[CH2:10][CH2:9]2)[CH:5]=[CH:4][C:3]=1[NH:14][C:15]1[N:20]=[C:19]([CH2:21][CH2:22][C:23]2[CH:28]=[CH:27][CH:26]=[CH:25][C:24]=2[CH2:29][C:30]([O:32][CH3:33])=[O:31])[C:18]([C:34]([F:35])([F:37])[F:36])=[CH:17][N:16]=1, predict the reactants needed to synthesize it. The reactants are: [F:1][C:2]1[CH:7]=[C:6]([CH:8]2[CH2:13][CH2:12][NH:11][CH2:10][CH2:9]2)[CH:5]=[CH:4][C:3]=1[NH:14][C:15]1[N:20]=[C:19]([CH2:21][CH2:22][C:23]2[CH:28]=[CH:27][CH:26]=[CH:25][C:24]=2[CH2:29][C:30]([O:32][CH3:33])=[O:31])[C:18]([C:34]([F:37])([F:36])[F:35])=[CH:17][N:16]=1.[CH3:38][C:39]([O:42][C:43](O[C:43]([O:42][C:39]([CH3:41])([CH3:40])[CH3:38])=[O:44])=[O:44])([CH3:41])[CH3:40].C(N(CC)CC)C. (2) Given the product [C:11]([O:10][CH:6]([CH2:7][CH2:8][CH3:9])[CH2:5][C:4]([O:3][CH2:1][CH3:2])=[O:19])(=[O:18])[C:12]1[CH:17]=[CH:16][CH:15]=[CH:14][CH:13]=1, predict the reactants needed to synthesize it. The reactants are: [CH2:1]([O:3][C:4](=[O:19])[CH2:5][CH:6]([O:10][C:11](=[O:18])[C:12]1[CH:17]=[CH:16][CH:15]=[CH:14][CH:13]=1)[CH2:7][CH2:8][CH3:9])[CH3:2].[C:11]([O:10][CH:6]([CH2:7][CH2:8][CH3:9])[CH2:5][C:4]([O:3][CH2:1][CH3:2])=[O:19])(=[O:18])[C:12]1[CH:17]=[CH:16][CH:15]=[CH:14][CH:13]=1.OC(CCC)CC(OCC)=O.OC(C)CC(OCC)=O. (3) Given the product [NH2:33][C:2]1[C:7]2[C:8](=[O:32])[N:9]([C:13]3[CH:14]=[C:15]4[C:19](=[C:20]([CH:22]5[CH2:24][CH2:23]5)[CH:21]=3)[N:18]([C:25]3[CH:26]=[N:27][C:28]([CH3:31])=[CH:29][CH:30]=3)[CH:17]=[CH:16]4)[CH2:10][CH2:11][O:12][C:6]=2[N:5]=[CH:4][N:3]=1, predict the reactants needed to synthesize it. The reactants are: Cl[C:2]1[C:7]2[C:8](=[O:32])[N:9]([C:13]3[CH:14]=[C:15]4[C:19](=[C:20]([CH:22]5[CH2:24][CH2:23]5)[CH:21]=3)[N:18]([C:25]3[CH:26]=[N:27][C:28]([CH3:31])=[CH:29][CH:30]=3)[CH:17]=[CH:16]4)[CH2:10][CH2:11][O:12][C:6]=2[N:5]=[CH:4][N:3]=1.[NH3:33]. (4) Given the product [CH2:1]([O:3][P:4]([CH2:9][CH3:10])(=[O:5])[O-:8])[CH3:2].[CH3:11][N+:12]1([CH2:9][CH3:10])[CH:16]=[CH:15][N:14]=[CH:13]1, predict the reactants needed to synthesize it. The reactants are: [CH2:1]([O:3][P:4]([CH2:9][CH3:10])(=[O:8])[O:5]CC)[CH3:2].[CH3:11][N:12]1[CH:16]=[CH:15][N:14]=[CH:13]1. (5) Given the product [F:12][CH:11]([F:13])[O:10][C:5]1[C:4]([O:14][CH3:15])=[CH:3][C:2]([C:17]2[O:16][CH:20]=[CH:19][CH:18]=2)=[CH:7][C:6]=1[O:8][CH3:9], predict the reactants needed to synthesize it. The reactants are: Br[C:2]1[CH:3]=[C:4]([O:14][CH3:15])[C:5]([O:10][CH:11]([F:13])[F:12])=[C:6]([O:8][CH3:9])[CH:7]=1.[O:16]1[CH:20]=[CH:19][CH:18]=[C:17]1B(O)O. (6) Given the product [CH3:1][O:2][C:3]([C:5]1([CH3:11])[CH2:6][CH2:7][N:8]([C:13]2[N:18]=[CH:17][C:16]([B:19]([OH:21])[OH:20])=[CH:15][N:14]=2)[CH2:9][CH2:10]1)=[O:4], predict the reactants needed to synthesize it. The reactants are: [CH3:1][O:2][C:3]([C:5]1([CH3:11])[CH2:10][CH2:9][NH:8][CH2:7][CH2:6]1)=[O:4].Cl[C:13]1[N:18]=[CH:17][C:16]([B:19]([OH:21])[OH:20])=[CH:15][N:14]=1.